Dataset: NCI-60 drug combinations with 297,098 pairs across 59 cell lines. Task: Regression. Given two drug SMILES strings and cell line genomic features, predict the synergy score measuring deviation from expected non-interaction effect. (1) Drug 1: C1CC(=O)NC(=O)C1N2C(=O)C3=CC=CC=C3C2=O. Drug 2: COCCOC1=C(C=C2C(=C1)C(=NC=N2)NC3=CC=CC(=C3)C#C)OCCOC.Cl. Cell line: HOP-62. Synergy scores: CSS=12.1, Synergy_ZIP=3.19, Synergy_Bliss=5.51, Synergy_Loewe=-0.0687, Synergy_HSA=-1.52. (2) Drug 1: CC1=C(C=C(C=C1)NC2=NC=CC(=N2)N(C)C3=CC4=NN(C(=C4C=C3)C)C)S(=O)(=O)N.Cl. Drug 2: CC1=C(C(=CC=C1)Cl)NC(=O)C2=CN=C(S2)NC3=CC(=NC(=N3)C)N4CCN(CC4)CCO. Cell line: NCI-H522. Synergy scores: CSS=29.2, Synergy_ZIP=2.71, Synergy_Bliss=10.4, Synergy_Loewe=-14.6, Synergy_HSA=10.7.